The task is: Predict the product of the given reaction.. This data is from Forward reaction prediction with 1.9M reactions from USPTO patents (1976-2016). (1) Given the reactants [CH2:1](Br)[C:2]1[CH:7]=[CH:6][CH:5]=[CH:4][CH:3]=1.[NH:9]1[CH:13]2[CH2:14][NH:15][CH2:16][CH2:17][N:12]2[CH2:11][CH2:10]1.C([O-])([O-])=O.[K+].[K+].[C-:24]#[N:25].[Na+], predict the reaction product. The product is: [CH2:1]([N:9]1[CH2:10][CH2:11][N:12]([CH2:1][C:2]2[CH:7]=[CH:6][CH:5]=[CH:4][CH:3]=2)[CH2:17][CH2:16][N:15]([CH2:1][C:2]2[CH:7]=[CH:6][CH:5]=[CH:4][CH:3]=2)[CH2:14][CH:13]1[C:24]#[N:25])[C:2]1[CH:7]=[CH:6][CH:5]=[CH:4][CH:3]=1. (2) The product is: [N+:47]([C:50]1[C:59]2[CH2:58][CH2:57][CH2:56][CH2:55][C:54]=2[C:53]([N:60]=[C:61]2[N:24]([CH2:22][CH:1]([CH3:6])[CH3:2])[C@H:25]([C@H:26]([O:27][C:28]([CH3:29])([CH3:30])[CH3:31])[CH3:32])[CH2:33][S:62]2)=[CH:52][CH:51]=1)([O-:49])=[O:48]. Given the reactants [CH:1]1(NC2CCCCC2)[CH2:6]CCC[CH2:2]1.C(O[C:22]([NH:24][C@H:25]([C:33](O)=O)[C@@H:26]([CH3:32])[O:27][C:28]([CH3:31])([CH3:30])[CH3:29])=O)C1C=CC=CC=1.NC1C2CCCCC=2C=CC=1.[N+:47]([C:50]1[C:59]2[CH2:58][CH2:57][CH2:56][CH2:55][C:54]=2[C:53]([N:60]=[C:61]=[S:62])=[CH:52][CH:51]=1)([O-:49])=[O:48].C(Br)C(C)C, predict the reaction product. (3) Given the reactants [CH3:1][S:2](Cl)(=[O:4])=[O:3].[OH:6][CH2:7][CH2:8][C:9]1[N:10]=[C:11]([C:15]2[CH:20]=[CH:19][C:18]([C:21]3[CH:26]=[CH:25][CH:24]=[C:23]([C:27](=[O:29])[CH3:28])[CH:22]=3)=[CH:17][CH:16]=2)[O:12][C:13]=1[CH3:14].C(N(CC)CC)C, predict the reaction product. The product is: [C:27]([C:23]1[CH:22]=[C:21]([C:18]2[CH:17]=[CH:16][C:15]([C:11]3[O:12][C:13]([CH3:14])=[C:9]([CH2:8][CH2:7][O:6][S:2]([CH3:1])(=[O:4])=[O:3])[N:10]=3)=[CH:20][CH:19]=2)[CH:26]=[CH:25][CH:24]=1)(=[O:29])[CH3:28]. (4) Given the reactants F[C:2]1[CH:3]=[C:4]([CH:13]=[CH:14][C:15]=1[N+:16]([O-:18])=[O:17])[CH:5]=[C:6]1[S:10][C:9](=[O:11])[NH:8][C:7]1=[O:12].[CH2:19]([NH2:21])[CH3:20], predict the reaction product. The product is: [CH2:19]([NH:21][C:2]1[CH:3]=[C:4]([CH:13]=[CH:14][C:15]=1[N+:16]([O-:18])=[O:17])[CH:5]=[C:6]1[S:10][C:9](=[O:11])[NH:8][C:7]1=[O:12])[CH3:20]. (5) Given the reactants [C:1]1([S:7]([N:10]2[C:14]3=[N:15][CH:16]=[C:17]([C:19]4[CH:24]=[CH:23][C:22]([O:25][CH3:26])=[C:21]([O:27][CH3:28])[CH:20]=4)[CH:18]=[C:13]3[C:12](I)=[CH:11]2)(=[O:9])=[O:8])[CH:6]=[CH:5][CH:4]=[CH:3][CH:2]=1.[CH2:30]([O:32][C:33](=[O:42])[C:34]1[CH:39]=[CH:38][C:37]([C:40]#[CH:41])=[CH:36][CH:35]=1)[CH3:31].C(N(CC)CC)C, predict the reaction product. The product is: [CH2:30]([O:32][C:33](=[O:42])[C:34]1[CH:39]=[CH:38][C:37]([C:40]#[C:41][C:12]2[C:13]3[C:14](=[N:15][CH:16]=[C:17]([C:19]4[CH:24]=[CH:23][C:22]([O:25][CH3:26])=[C:21]([O:27][CH3:28])[CH:20]=4)[CH:18]=3)[N:10]([S:7]([C:1]3[CH:6]=[CH:5][CH:4]=[CH:3][CH:2]=3)(=[O:9])=[O:8])[CH:11]=2)=[CH:36][CH:35]=1)[CH3:31]. (6) Given the reactants I[C:2]1[CH:7]=[CH:6][C:5]([O:8][CH:9]2[CH2:14][CH2:13][CH2:12][CH2:11][O:10]2)=[C:4]([CH3:15])[CH:3]=1.C(N(CC)CC)C.[CH3:23][Si:24]([C:27]#[CH:28])([CH3:26])[CH3:25], predict the reaction product. The product is: [CH3:23][Si:24]([C:27]#[C:28][C:2]1[CH:7]=[CH:6][C:5]([O:8][CH:9]2[CH2:14][CH2:13][CH2:12][CH2:11][O:10]2)=[C:4]([CH3:15])[CH:3]=1)([CH3:26])[CH3:25]. (7) Given the reactants [Cl:1][C:2]1[CH:7]=[CH:6][CH:5]=[CH:4][C:3]=1[CH2:8][CH2:9][C:10]([OH:12])=O.S(Cl)([Cl:15])=O, predict the reaction product. The product is: [Cl:1][C:2]1[CH:7]=[CH:6][CH:5]=[CH:4][C:3]=1[CH2:8][CH2:9][C:10]([Cl:15])=[O:12]. (8) Given the reactants [CH2:1]([O:3][C:4]([C:6]1[S:10][C:9](Br)=[N:8][C:7]=1[CH2:12][N:13]([CH2:20][C:21]1[CH:26]=[CH:25][C:24]([O:27][CH3:28])=[CH:23][C:22]=1[O:29][CH3:30])[CH2:14][C:15]([O:17][CH2:18][CH3:19])=[O:16])=[O:5])[CH3:2].[C:31]([C:35]1[CH:40]=[CH:39][C:38](B(O)O)=[CH:37][CH:36]=1)([CH3:34])([CH3:33])[CH3:32].C(=O)([O-])[O-].[Cs+].[Cs+], predict the reaction product. The product is: [CH2:1]([O:3][C:4]([C:6]1[S:10][C:9]([C:38]2[CH:39]=[CH:40][C:35]([C:31]([CH3:34])([CH3:33])[CH3:32])=[CH:36][CH:37]=2)=[N:8][C:7]=1[CH2:12][N:13]([CH2:20][C:21]1[CH:26]=[CH:25][C:24]([O:27][CH3:28])=[CH:23][C:22]=1[O:29][CH3:30])[CH2:14][C:15]([O:17][CH2:18][CH3:19])=[O:16])=[O:5])[CH3:2].